From a dataset of Catalyst prediction with 721,799 reactions and 888 catalyst types from USPTO. Predict which catalyst facilitates the given reaction. (1) Reactant: [H-].[H-].[H-].[H-].[Li+].[Al+3].[C:7]1([C@H:13]2[NH:18][C:17](=O)[CH2:16][O:15][CH2:14]2)[CH:12]=[CH:11][CH:10]=[CH:9][CH:8]=1.[OH-].[Na+].O. Product: [C:7]1([C@@H:13]2[CH2:14][O:15][CH2:16][CH2:17][NH:18]2)[CH:8]=[CH:9][CH:10]=[CH:11][CH:12]=1. The catalyst class is: 7. (2) Reactant: [Br:1][C:2]1[CH:3]=[CH:4][C:5]2[O:9][C:8]([C:10]3[CH:15]=[CH:14][C:13]([F:16])=[CH:12][CH:11]=3)=[C:7]([C:17]([O:19][CH2:20][CH3:21])=[O:18])[C:6]=2[CH:22]=1.[N+:23]([O-])([OH:25])=[O:24]. Product: [Br:1][C:2]1[C:3]([N+:23]([O-:25])=[O:24])=[CH:4][C:5]2[O:9][C:8]([C:10]3[CH:11]=[CH:12][C:13]([F:16])=[CH:14][CH:15]=3)=[C:7]([C:17]([O:19][CH2:20][CH3:21])=[O:18])[C:6]=2[CH:22]=1. The catalyst class is: 22. (3) Reactant: [CH3:1][C:2]1[CH:7]=[C:6]([C:8]2[CH:13]=[CH:12][C:11]([NH2:14])=[CH:10][CH:9]=2)[CH:5]=[CH:4][N:3]=1.C(N(CC)C(C)C)(C)C.[C:24]1([C@@H:30]2[CH2:32][C@H:31]2[N:33]=[C:34]=[O:35])[CH:29]=[CH:28][CH:27]=[CH:26][CH:25]=1. Product: [CH3:1][C:2]1[CH:7]=[C:6]([C:8]2[CH:13]=[CH:12][C:11]([NH:14][C:34]([NH:33][C@@H:31]3[CH2:32][C@H:30]3[C:24]3[CH:29]=[CH:28][CH:27]=[CH:26][CH:25]=3)=[O:35])=[CH:10][CH:9]=2)[CH:5]=[CH:4][N:3]=1. The catalyst class is: 525. (4) Reactant: [Br:1][C:2]1[CH:10]=[C:9]2[C:5]([CH2:6][C:7](=[O:11])[NH:8]2)=[CH:4][CH:3]=1.[Cl:12][C:13]1[CH:14]=[C:15]([CH:18]=[CH:19][CH:20]=1)[CH:16]=O.N1CCCC1.ClC1C=C2C(/C(=C/C3C=CC=C(Cl)C=3)/C(=O)N2)=CC=1. Product: [Br:1][C:2]1[CH:10]=[C:9]2[C:5](/[C:6](=[CH:16]/[C:15]3[CH:18]=[CH:19][CH:20]=[C:13]([Cl:12])[CH:14]=3)/[C:7](=[O:11])[NH:8]2)=[CH:4][CH:3]=1. The catalyst class is: 5. (5) Reactant: C(=O)([O-])[O-].[Na+].[Na+].[Cl:7][C:8]1[C:16]([Cl:17])=[C:15]2[C:11]([CH2:12][C:13]([CH:20]3[CH2:24][CH2:23][CH2:22][CH2:21]3)([CH3:19])[C:14]2=[O:18])=[CH:10][C:9]=1OS(C(F)(F)F)(=O)=O.O.[C:34]([C:36]1[CH:41]=[CH:40][C:39](B(O)O)=[CH:38][CH:37]=1)#[N:35]. Product: [Cl:7][C:8]1[C:16]([Cl:17])=[C:15]2[C:11]([CH2:12][C:13]([CH:20]3[CH2:24][CH2:23][CH2:22][CH2:21]3)([CH3:19])[C:14]2=[O:18])=[CH:10][C:9]=1[C:39]1[CH:40]=[CH:41][C:36]([C:34]#[N:35])=[CH:37][CH:38]=1. The catalyst class is: 57. (6) Reactant: [NH2:1][C@@H:2]1[C:11]2[C:6](=[CH:7][CH:8]=[CH:9][CH:10]=2)[C@H:5]([OH:12])[CH2:4][CH2:3]1.[H-].[Na+].F[C:16]1[CH:17]=[CH:18][C:19]2[N:20]([C:22]([N:25]3[CH2:30][CH2:29][CH:28]([C:31]([CH3:44])([O:33][Si:34]([CH:41]([CH3:43])[CH3:42])([CH:38]([CH3:40])[CH3:39])[CH:35]([CH3:37])[CH3:36])[CH3:32])[CH2:27][CH2:26]3)=[N:23][N:24]=2)[CH:21]=1.N. Product: [CH3:32][C:31]([CH:28]1[CH2:27][CH2:26][N:25]([C:22]2[N:20]3[CH:21]=[C:16]([O:12][C@H:5]4[C:6]5[C:11](=[CH:10][CH:9]=[CH:8][CH:7]=5)[C@@H:2]([NH2:1])[CH2:3][CH2:4]4)[CH:17]=[CH:18][C:19]3=[N:24][N:23]=2)[CH2:30][CH2:29]1)([O:33][Si:34]([CH:41]([CH3:43])[CH3:42])([CH:38]([CH3:39])[CH3:40])[CH:35]([CH3:36])[CH3:37])[CH3:44]. The catalyst class is: 655.